Dataset: Catalyst prediction with 721,799 reactions and 888 catalyst types from USPTO. Task: Predict which catalyst facilitates the given reaction. (1) Reactant: [C:1]1([CH2:7][CH2:8][CH2:9][CH2:10][OH:11])[CH:6]=[CH:5][CH:4]=[CH:3][CH:2]=1.[C:12](Cl)(=[O:16])[CH2:13][CH2:14][CH3:15]. Product: [C:1]1([CH2:7][CH2:8][CH2:9][CH2:10][O:11][C:12](=[O:16])[CH2:13][CH2:14][CH3:15])[CH:6]=[CH:5][CH:4]=[CH:3][CH:2]=1. The catalyst class is: 4. (2) Reactant: [C:12]([O:11][C:9](O[C:9]([O:11][C:12]([CH3:15])([CH3:14])[CH3:13])=[O:10])=[O:10])([CH3:15])([CH3:14])[CH3:13].[C:16]1([NH2:23])[CH:21]=[CH:20][C:19]([NH2:22])=[CH:18][CH:17]=1. Product: [C:12]([O:11][C:9](=[O:10])[NH:22][C:19]1[CH:20]=[CH:21][C:16]([NH2:23])=[CH:17][CH:18]=1)([CH3:13])([CH3:14])[CH3:15]. The catalyst class is: 3. (3) Reactant: COC(C1[N:6]=[C:7]([C@@H:22]2[CH2:26][C:25]([F:28])([F:27])[CH2:24][N:23]2[C:29]([O:31][CH2:32][C:33]2[CH:38]=[CH:37][CH:36]=[CH:35][CH:34]=2)=[O:30])N(C)C(=O)C=1OC(=O)C1C=CC=CC=1)=O.FC1C=CC(CN)=CC=1. Product: [CH2:32]([O:31][C:29]([N:23]1[CH2:24][C:25]([F:28])([F:27])[CH2:26][C@H:22]1[C:7]#[N:6])=[O:30])[C:33]1[CH:38]=[CH:37][CH:36]=[CH:35][CH:34]=1. The catalyst class is: 5. (4) Reactant: CI.[O:3]=[C:4]1[N:9]([C:10]2[CH:15]=[CH:14][N:13]=[C:12]([C:16]([F:19])([F:18])[F:17])[CH:11]=2)[C:8]2[CH2:20][CH2:21][C:22](=[O:23])[C:7]=2[CH:6]([C:24]2[CH:31]=[CH:30][C:27]([C:28]#[N:29])=[CH:26][C:25]=2[S:32]([CH3:35])(=[O:34])=[O:33])[NH:5]1.[C:36](=O)([O-])[O-].[Cs+].[Cs+].O. Product: [CH3:36][N:5]1[CH:6]([C:24]2[CH:31]=[CH:30][C:27]([C:28]#[N:29])=[CH:26][C:25]=2[S:32]([CH3:35])(=[O:33])=[O:34])[C:7]2[C:22](=[O:23])[CH2:21][CH2:20][C:8]=2[N:9]([C:10]2[CH:15]=[CH:14][N:13]=[C:12]([C:16]([F:17])([F:19])[F:18])[CH:11]=2)[C:4]1=[O:3]. The catalyst class is: 9. (5) Reactant: C(=O)(O)[O-].[Na+].[C:14](O[C:14]([O:16][C:17]([CH3:20])([CH3:19])[CH3:18])=[O:15])([O:16][C:17]([CH3:20])([CH3:19])[CH3:18])=[O:15].Br.[Br:22][CH2:23][CH2:24][NH2:25]. Product: [Br:22][CH2:23][CH2:24][NH:25][C:14](=[O:15])[O:16][C:17]([CH3:18])([CH3:19])[CH3:20]. The catalyst class is: 229.